Regression. Given a peptide amino acid sequence and an MHC pseudo amino acid sequence, predict their binding affinity value. This is MHC class I binding data. From a dataset of Peptide-MHC class I binding affinity with 185,985 pairs from IEDB/IMGT. The peptide sequence is TTDISEMGA. The MHC is HLA-A01:01 with pseudo-sequence HLA-A01:01. The binding affinity (normalized) is 0.516.